From a dataset of hERG Central: cardiac toxicity at 1µM, 10µM, and general inhibition. Predict hERG channel inhibition at various concentrations. (1) The compound is Cc1c(C)c2ccc(OC(C)C(=O)NC3CCN(Cc4ccccc4)CC3)cc2oc1=O. Results: hERG_inhib (hERG inhibition (general)): blocker. (2) The compound is COc1cc(CNCCc2ccccc2)cc(Br)c1OC1CCCC1.Cl. Results: hERG_inhib (hERG inhibition (general)): blocker.